This data is from Full USPTO retrosynthesis dataset with 1.9M reactions from patents (1976-2016). The task is: Predict the reactants needed to synthesize the given product. (1) Given the product [NH2:33][C:32]1[N:1]([C:2]2[CH:3]=[C:4]([CH:10]=[CH:11][C:12]=2[CH3:13])[C:5]([NH:7][O:8][CH3:9])=[O:6])[N:31]=[CH:30][C:29]=1[C:21](=[O:28])[C:22]1[CH:27]=[CH:26][CH:25]=[CH:24][CH:23]=1, predict the reactants needed to synthesize it. The reactants are: [NH2:1][C:2]1[CH:3]=[C:4]([CH:10]=[CH:11][C:12]=1[CH3:13])[C:5]([NH:7][O:8][CH3:9])=[O:6].N([O-])=O.[Na+].[Sn](Cl)Cl.[C:21]([C:29](=[CH:32][NH:33]C1C=CC=CC=1)[C:30]#[N:31])(=[O:28])[C:22]1[CH:27]=[CH:26][CH:25]=[CH:24][CH:23]=1. (2) Given the product [CH3:1][O:2][CH2:3][C:4]1[CH:9]=[C:8]([C:10]2[O:14][N:13]=[C:12]([C:15]3[CH:16]=[C:17]([CH:18]=[CH:19][CH:20]=3)[CH2:21][NH:32][CH:33]([CH3:35])[CH3:34])[N:11]=2)[CH:7]=[CH:6][C:5]=1[C:23]1[CH:28]=[CH:27][CH:26]=[CH:25][C:24]=1[CH3:29], predict the reactants needed to synthesize it. The reactants are: [CH3:1][O:2][CH2:3][C:4]1[CH:9]=[C:8]([C:10]2[O:14][N:13]=[C:12]([C:15]3[CH:16]=[C:17]([CH2:21]O)[CH:18]=[CH:19][CH:20]=3)[N:11]=2)[CH:7]=[CH:6][C:5]=1[C:23]1[CH:28]=[CH:27][CH:26]=[CH:25][C:24]=1[CH3:29].C([N:32](C(C)C)[CH:33]([CH3:35])[CH3:34])C.CS(Cl)(=O)=O.C(N)(C)C.